This data is from Full USPTO retrosynthesis dataset with 1.9M reactions from patents (1976-2016). The task is: Predict the reactants needed to synthesize the given product. (1) Given the product [N+:14]([C:17]1[CH:22]=[CH:21][CH:20]=[CH:19][C:18]=1[S:23]([NH:1][C:2]1[N:7]=[CH:6][C:5]([CH2:8][CH2:9][C:10]([O:12][CH3:13])=[O:11])=[CH:4][CH:3]=1)(=[O:25])=[O:24])([O-:16])=[O:15], predict the reactants needed to synthesize it. The reactants are: [NH2:1][C:2]1[N:7]=[CH:6][C:5]([CH2:8][CH2:9][C:10]([O:12][CH3:13])=[O:11])=[CH:4][CH:3]=1.[N+:14]([C:17]1[CH:22]=[CH:21][CH:20]=[CH:19][C:18]=1[S:23](Cl)(=[O:25])=[O:24])([O-:16])=[O:15].O. (2) Given the product [NH2:34][C:31]1[N:30]=[CH:29][C:28]([N:26]2[C@@H:25]([CH3:37])[CH2:24][N:23]([C:38]([O:40][C:41]([CH3:42])([CH3:44])[CH3:43])=[O:39])[C@H:22]([CH3:21])[CH2:27]2)=[CH:33][CH:32]=1, predict the reactants needed to synthesize it. The reactants are: NC1N=CC(N2CCN(C(OC(C)(C)C)=O)CC2)=CC=1.[CH3:21][C@@H:22]1[CH2:27][N:26]([C:28]2[CH:29]=[N:30][C:31]([N+:34]([O-])=O)=[CH:32][CH:33]=2)[C@@H:25]([CH3:37])[CH2:24][N:23]1[C:38]([O:40][C:41]([CH3:44])([CH3:43])[CH3:42])=[O:39]. (3) Given the product [Cl:1][C:2]1[CH:10]=[CH:9][CH:8]=[C:7]2[C:3]=1[C:4]1([CH2:15][O:14][C:13]3[CH:16]=[C:17]4[C:21](=[CH:22][C:12]1=3)[CH2:20][CH2:19][O:18]4)[C:5](=[O:11])[N:6]2[CH2:45][C:46]1[O:47][C:48]([C:51]([F:54])([F:53])[F:52])=[CH:49][CH:50]=1, predict the reactants needed to synthesize it. The reactants are: [Cl:1][C:2]1[CH:10]=[CH:9][CH:8]=[C:7]2[C:3]=1[C:4]1([CH2:15][O:14][C:13]3[CH:16]=[C:17]4[C:21](=[CH:22][C:12]1=3)[CH2:20][CH2:19][O:18]4)[C:5](=[O:11])[NH:6]2.N1C2C(=CC=CC=2)C2(COC3C=C4C(=CC2=3)CCO4)C1=O.Br[CH2:45][C:46]1[O:47][C:48]([C:51]([F:54])([F:53])[F:52])=[CH:49][CH:50]=1.BrCC1CCCCO1. (4) Given the product [ClH:1].[CH3:19][O:20][CH2:4][CH2:3][C:2](=[NH:18])[NH:7][C:8]1[CH:12]=[CH:11][NH:10][C:9]=1[C:13]([O:15][CH2:16][CH3:17])=[O:14], predict the reactants needed to synthesize it. The reactants are: [ClH:1].[C:2](=[NH:18])([NH:7][C:8]1[CH:12]=[CH:11][NH:10][C:9]=1[C:13]([O:15][CH2:16][CH3:17])=[O:14])[CH2:3][CH2:4]CC.[CH3:19][O:20]CCC#N. (5) Given the product [NH2:17][C:9]1[C:8]2[N:18]=[C:5]([CH2:4][O:3][CH2:1][CH3:2])[N:6]([CH2:19][CH2:20][NH:21][C:22]([N:24]3[CH2:29][CH2:28][O:27][CH2:26][CH2:25]3)=[O:23])[C:7]=2[C:12]([CH3:13])=[C:11]([CH3:14])[N:10]=1, predict the reactants needed to synthesize it. The reactants are: [CH2:1]([O:3][CH2:4][C:5]1[N:6]([CH2:19][CH2:20][NH:21][C:22]([N:24]2[CH2:29][CH2:28][O:27][CH2:26][CH2:25]2)=[O:23])[C:7]2[C:12]([CH3:13])=[C:11]([CH3:14])[N:10]3N=N[N:17]=[C:9]3[C:8]=2[N:18]=1)[CH3:2].FC(F)(F)C(O)=O.C(=O)([O-])[O-].[Na+].[Na+].